This data is from Catalyst prediction with 721,799 reactions and 888 catalyst types from USPTO. The task is: Predict which catalyst facilitates the given reaction. (1) Reactant: [Cl:1][C:2]1[N:7]=[CH:6][C:5]2[C:8](I)=[N:9][N:10]([C:11]([C:24]3[CH:29]=[CH:28][CH:27]=[CH:26][CH:25]=3)([C:18]3[CH:23]=[CH:22][CH:21]=[CH:20][CH:19]=3)[C:12]3[CH:17]=[CH:16][CH:15]=[CH:14][CH:13]=3)[C:4]=2[CH:3]=1.[CH:31]1(B(O)O)[CH2:33][CH2:32]1.C(=O)([O-])[O-].[K+].[K+].N#N. Product: [Cl:1][C:2]1[N:7]=[CH:6][C:5]2[C:8]([CH:31]3[CH2:33][CH2:32]3)=[N:9][N:10]([C:11]([C:24]3[CH:29]=[CH:28][CH:27]=[CH:26][CH:25]=3)([C:18]3[CH:23]=[CH:22][CH:21]=[CH:20][CH:19]=3)[C:12]3[CH:17]=[CH:16][CH:15]=[CH:14][CH:13]=3)[C:4]=2[CH:3]=1. The catalyst class is: 127. (2) Reactant: [CH3:1][N:2]1[C:10]2[C:5](=[CH:6][CH:7]=[CH:8][CH:9]=2)[C:4]([CH2:11][CH2:12][NH:13]C(=O)OC(C)(C)C)=[CH:3]1.C(O)(C(F)(F)F)=O. Product: [CH3:1][N:2]1[C:10]2[C:5](=[CH:6][CH:7]=[CH:8][CH:9]=2)[C:4]([CH2:11][CH2:12][NH2:13])=[CH:3]1. The catalyst class is: 2. (3) Reactant: [Cl:1][C:2]1[CH:3]=[C:4]([C:9]2([C:26]([F:29])([F:28])[F:27])[O:13][N:12]=[C:11]([C:14]3[S:18][C:17]([C:19](Cl)=[O:20])=[C:16]4[CH2:22][CH2:23][CH2:24][CH2:25][C:15]=34)[CH2:10]2)[CH:5]=[C:6]([Cl:8])[CH:7]=1.[NH2:30][C:31]1[CH:39]=[CH:38][C:34]([C:35]([NH2:37])=[O:36])=[CH:33][CH:32]=1. Product: [C:35]([C:34]1[CH:38]=[CH:39][C:31]([NH:30][C:19]([C:17]2[S:18][C:14]([C:11]3[CH2:10][C:9]([C:4]4[CH:3]=[C:2]([Cl:1])[CH:7]=[C:6]([Cl:8])[CH:5]=4)([C:26]([F:27])([F:29])[F:28])[O:13][N:12]=3)=[C:15]3[CH2:25][CH2:24][CH2:23][CH2:22][C:16]=23)=[O:20])=[CH:32][CH:33]=1)(=[O:36])[NH2:37]. The catalyst class is: 17. (4) Reactant: [Cl:1][C:2]1[CH:7]=[C:6]([Cl:8])[CH:5]=[CH:4][C:3]=1[C:9]1[CH:10]=[CH:11][C:12]2[O:21][CH:20]3[CH:15]([CH2:16][N:17]([C:22]([O:24][C:25]([CH3:28])([CH3:27])[CH3:26])=[O:23])[CH2:18][CH2:19]3)[C:13]=2[CH:14]=1.[Br:29]N1C(=O)CCC1=O.O. Product: [Br:29][C:11]1[C:12]2[O:21][CH:20]3[CH2:19][CH2:18][N:17]([C:22]([O:24][C:25]([CH3:28])([CH3:27])[CH3:26])=[O:23])[CH2:16][CH:15]3[C:13]=2[CH:14]=[C:9]([C:3]2[CH:4]=[CH:5][C:6]([Cl:8])=[CH:7][C:2]=2[Cl:1])[CH:10]=1. The catalyst class is: 52.